This data is from Full USPTO retrosynthesis dataset with 1.9M reactions from patents (1976-2016). The task is: Predict the reactants needed to synthesize the given product. (1) Given the product [ClH:18].[CH:10]1([NH:15][C:16](=[O:17])[O:9][CH2:8][CH:5]2[CH2:6][CH2:7][N:2]([CH3:1])[CH2:3][CH2:4]2)[CH2:14][CH2:13][CH2:12][CH2:11]1, predict the reactants needed to synthesize it. The reactants are: [CH3:1][N:2]1[CH2:7][CH2:6][CH:5]([CH2:8][OH:9])[CH2:4][CH2:3]1.[CH:10]1([N:15]=[C:16]=[O:17])[CH2:14][CH2:13][CH2:12][CH2:11]1.[ClH:18].CCOCC. (2) Given the product [CH3:15][N:14]1[CH2:16][C:17]([CH3:18])([C:19]2[CH:24]=[CH:23][CH:22]=[C:21]([N+:25]([O-:27])=[O:26])[CH:20]=2)[NH:28][C:29](=[O:31])[C:12]1=[O:13], predict the reactants needed to synthesize it. The reactants are: Cl.O1CCOCC1.C(OC(=O)[C:12]([N:14]([CH2:16][C:17]([NH:28][C:29]([O:31]C(C)(C)C)=O)([C:19]1[CH:24]=[CH:23][CH:22]=[C:21]([N+:25]([O-:27])=[O:26])[CH:20]=1)[CH3:18])[CH3:15])=[O:13])C. (3) Given the product [CH:1]1([C:4]2[CH:8]=[C:7]([NH:9][C:10]([NH:43][C:42]3[CH:44]=[CH:45][CH:46]=[C:40]([O:39][C:30]4[C:29]5[C:34](=[CH:35][C:36]([O:37][CH3:38])=[C:27]([O:26][CH3:25])[CH:28]=5)[N:33]=[CH:32][N:31]=4)[CH:41]=3)=[O:18])[N:6]([C:19]3[CH:20]=[CH:21][CH:22]=[CH:23][CH:24]=3)[N:5]=2)[CH2:2][CH2:3]1, predict the reactants needed to synthesize it. The reactants are: [CH:1]1([C:4]2[CH:8]=[C:7]([NH:9][C:10](=[O:18])OC3C=CC=CC=3)[N:6]([C:19]3[CH:24]=[CH:23][CH:22]=[CH:21][CH:20]=3)[N:5]=2)[CH2:3][CH2:2]1.[CH3:25][O:26][C:27]1[CH:28]=[C:29]2[C:34](=[CH:35][C:36]=1[O:37][CH3:38])[N:33]=[CH:32][N:31]=[C:30]2[O:39][C:40]1[CH:41]=[C:42]([CH:44]=[CH:45][CH:46]=1)[NH2:43].O. (4) Given the product [Cl:15][C:4]1[CH:9]=[CH:8][N+:7]([O-:10])=[C:6]([CH3:11])[CH:5]=1, predict the reactants needed to synthesize it. The reactants are: [N+]([C:4]1[CH:5]=[C:6]([CH3:11])[N+:7]([O-:10])=[CH:8][CH:9]=1)([O-])=O.C([Cl:15])(=O)C. (5) Given the product [CH3:1][CH:2]1[O:7][CH:6]([CH3:8])[CH2:5][N:4]([C:9]2[CH:14]=[CH:13][C:12]([NH2:15])=[N:11][CH:10]=2)[CH2:3]1, predict the reactants needed to synthesize it. The reactants are: [CH3:1][CH:2]1[O:7][CH:6]([CH3:8])[CH2:5][N:4]([C:9]2[CH:10]=[N:11][C:12]([N+:15]([O-])=O)=[CH:13][CH:14]=2)[CH2:3]1. (6) Given the product [O:13]1[CH2:25][CH2:26][O:27][CH:12]1[C:5]1[CH:4]=[CH:3][C:2]([OH:1])=[C:11]2[C:6]=1[CH:7]=[CH:8][CH:9]=[N:10]2, predict the reactants needed to synthesize it. The reactants are: [OH:1][C:2]1[C:11]2[N:10]=[CH:9][CH:8]=[CH:7][C:6]=2[C:5]([CH:12]=[O:13])=[CH:4][CH:3]=1.CC1C=CC(S(O)(=O)=O)=CC=1.[CH2:25](O)[CH2:26][OH:27]. (7) Given the product [Cl:13][C:6]1[N:5]2[N:1]=[CH:2][CH:3]=[C:4]2[N:9]=[CH:8][CH:7]=1, predict the reactants needed to synthesize it. The reactants are: [N:1]1[N:5]2[C:6](O)=[CH:7][CH:8]=[N:9][C:4]2=[CH:3][CH:2]=1.O=P(Cl)(Cl)[Cl:13].CN(C)C1C=CC=CC=1. (8) The reactants are: [Cl:1][C:2]1[N:10]=[C:9]2[C:5]([N:6]=[CH:7][N:8]2[CH:11]=[CH2:12])=[C:4]([NH:13][C:14]2[CH:19]=[CH:18][C:17]([P:20]([CH3:23])([CH3:22])=[O:21])=[CH:16][CH:15]=2)[N:3]=1.C1(C)C=CC=CC=1P(C1C=CC=CC=1C)C1C=CC=CC=1C.I[C:47]1[C:52]([CH3:53])=[CH:51][CH:50]=[CH:49][C:48]=1[CH3:54].CCN(C(C)C)C(C)C. Given the product [CH3:54][C:48]1[CH:49]=[CH:50][CH:51]=[C:52]([CH3:53])[C:47]=1/[CH:12]=[CH:11]/[N:8]1[CH:7]=[N:6][C:5]2[C:9]1=[N:10][C:2]([Cl:1])=[N:3][C:4]=2[NH:13][C:14]1[CH:19]=[CH:18][C:17]([P:20]([CH3:22])([CH3:23])=[O:21])=[CH:16][CH:15]=1, predict the reactants needed to synthesize it. (9) The reactants are: ClC(OC(Cl)C)=O.[Cl:8][C:9]1[CH:14]=[CH:13][C:12]([C:15]2[CH:16]=[N:17][C:18]([CH:21]3[CH2:26][CH2:25][N:24](C)[CH2:23][CH2:22]3)=[N:19][CH:20]=2)=[CH:11][CH:10]=1.CO. Given the product [Cl:8][C:9]1[CH:14]=[CH:13][C:12]([C:15]2[CH:16]=[N:17][C:18]([CH:21]3[CH2:26][CH2:25][NH:24][CH2:23][CH2:22]3)=[N:19][CH:20]=2)=[CH:11][CH:10]=1, predict the reactants needed to synthesize it. (10) Given the product [CH2:8]([O:7][C:5](=[O:6])[CH2:4][N:2]1[C:17](=[O:22])[CH2:18][C:19]([CH3:21])=[N:3]1)[CH3:9], predict the reactants needed to synthesize it. The reactants are: Cl.[NH:2]([CH2:4][C:5]([O:7][CH2:8][CH3:9])=[O:6])[NH2:3].C(N(CC)CC)C.[C:17](OCC)(=[O:22])[CH2:18][C:19]([CH3:21])=O.